Task: Regression. Given a peptide amino acid sequence and an MHC pseudo amino acid sequence, predict their binding affinity value. This is MHC class II binding data.. Dataset: Peptide-MHC class II binding affinity with 134,281 pairs from IEDB (1) The binding affinity (normalized) is 0.143. The MHC is HLA-DPA10103-DPB10301 with pseudo-sequence HLA-DPA10103-DPB10301. The peptide sequence is LQIIDKIDAAFKVAA. (2) The peptide sequence is CADILAIASRVLVTM. The MHC is HLA-DQA10102-DQB10602 with pseudo-sequence HLA-DQA10102-DQB10602. The binding affinity (normalized) is 0.346.